This data is from Full USPTO retrosynthesis dataset with 1.9M reactions from patents (1976-2016). The task is: Predict the reactants needed to synthesize the given product. The reactants are: [Br:1][C:2]1[CH:7]=[CH:6][C:5]([NH:8][C:9]2[CH:14]=[CH:13][CH:12]=[CH:11][C:10]=2[NH:15][C:16](=O)[C:17]2[CH:22]=[CH:21][CH:20]=[CH:19][CH:18]=2)=[CH:4][CH:3]=1.C1(C)C(C)=CC=CC=1.BrC1C=CC(NC2C=CC=CC=2[N+]([O-])=O)=CC=1.C(OCC)(=O)C. Given the product [Br:1][C:2]1[CH:7]=[CH:6][C:5]([N:8]2[C:9]3[CH:14]=[CH:13][CH:12]=[CH:11][C:10]=3[N:15]=[C:16]2[C:17]2[CH:22]=[CH:21][CH:20]=[CH:19][CH:18]=2)=[CH:4][CH:3]=1, predict the reactants needed to synthesize it.